Dataset: Reaction yield outcomes from USPTO patents with 853,638 reactions. Task: Predict the reaction yield, written as a fraction of the theoretical maximum amount of product (1.0 means a 100% yield; for example, 0.34 means a 34% yield). (1) The reactants are [Cl:1][C:2]1[CH:10]=[CH:9][C:8]([CH:11]2[CH2:15][CH2:14][CH:13]=[CH:12]2)=[CH:7][C:3]=1[C:4]([NH2:6])=[O:5]. The catalyst is CCOC(C)=O.[Pt]. The product is [Cl:1][C:2]1[CH:10]=[CH:9][C:8]([CH:11]2[CH2:12][CH2:13][CH2:14][CH2:15]2)=[CH:7][C:3]=1[C:4]([NH2:6])=[O:5]. The yield is 0.890. (2) The reactants are [C:1]([O:5][C:6](=[O:25])[N:7]([CH2:9][C:10]1[CH:14]=[C:13](Br)[N:12]([S:16]([C:19]2[CH:20]=[N:21][CH:22]=[CH:23][CH:24]=2)(=[O:18])=[O:17])[CH:11]=1)[CH3:8])([CH3:4])([CH3:3])[CH3:2].[CH3:26][C:27]1[C:28](B(O)O)=[CH:29][S:30][CH:31]=1.C(=O)([O-])[O-].[Na+].[Na+]. The catalyst is COCCOC.O.C1C=CC([P]([Pd]([P](C2C=CC=CC=2)(C2C=CC=CC=2)C2C=CC=CC=2)([P](C2C=CC=CC=2)(C2C=CC=CC=2)C2C=CC=CC=2)[P](C2C=CC=CC=2)(C2C=CC=CC=2)C2C=CC=CC=2)(C2C=CC=CC=2)C2C=CC=CC=2)=CC=1. The product is [CH3:8][N:7]([CH2:9][C:10]1[CH:14]=[C:13]([C:28]2[C:27]([CH3:26])=[CH:31][S:30][CH:29]=2)[N:12]([S:16]([C:19]2[CH:20]=[N:21][CH:22]=[CH:23][CH:24]=2)(=[O:18])=[O:17])[CH:11]=1)[C:6](=[O:25])[O:5][C:1]([CH3:4])([CH3:3])[CH3:2]. The yield is 0.640. (3) The yield is 0.220. The reactants are [N:1]1([C:6]2[CH:13]=[CH:12][C:11]([C:14]([F:17])([F:16])[F:15])=[CH:10][C:7]=2[CH:8]=O)[CH:5]=[CH:4][CH:3]=[N:2]1.[NH2:18][C:19]1[N:24]=[CH:23][C:22]([C:25]2[CH:26]=[C:27]([NH2:36])[C:28]([NH:31][C:32]([CH3:35])([CH3:34])[CH3:33])=[CH:29][CH:30]=2)=[CH:21][N:20]=1.OOS([O-])=O.[K+]. The product is [C:32]([N:31]1[C:28]2[CH:29]=[CH:30][C:25]([C:22]3[CH:21]=[N:20][C:19]([NH2:18])=[N:24][CH:23]=3)=[CH:26][C:27]=2[N:36]=[C:8]1[C:7]1[CH:10]=[C:11]([C:14]([F:17])([F:16])[F:15])[CH:12]=[CH:13][C:6]=1[N:1]1[CH:5]=[CH:4][CH:3]=[N:2]1)([CH3:35])([CH3:33])[CH3:34]. The catalyst is O. (4) The reactants are [Cl:1][C:2]1[CH:9]=[C:8](B2OC(C)(C)C(C)(C)O2)[CH:7]=[CH:6][C:3]=1[C:4]#[N:5].Br[C:20]1[CH:27]=[N:26][CH:25]=[C:24]([F:28])[C:21]=1[CH:22]=[O:23].C([O-])([O-])=O.[Na+].[Na+]. The catalyst is CN(C=O)C.Cl[Pd](Cl)([P](C1C=CC=CC=1)(C1C=CC=CC=1)C1C=CC=CC=1)[P](C1C=CC=CC=1)(C1C=CC=CC=1)C1C=CC=CC=1. The product is [Cl:1][C:2]1[CH:9]=[C:8]([C:20]2[CH:27]=[N:26][CH:25]=[C:24]([F:28])[C:21]=2[CH:22]=[O:23])[CH:7]=[CH:6][C:3]=1[C:4]#[N:5]. The yield is 0.180. (5) The reactants are [F:1][C:2]1[CH:7]=[C:6]([F:8])[CH:5]=[CH:4][C:3]=1B(O)O.C(=O)([O-])[O-].[K+].[K+].O.Br[C:20]1[CH:25]=[CH:24][CH:23]=[CH:22][C:21]=1[C:26](=[O:28])[CH3:27]. The catalyst is [Br-].C([N+](CCCC)(CCCC)CCCC)CCC.C([O-])(=O)C.[Pd+2].C([O-])(=O)C.C(OCC)(=O)C. The product is [F:1][C:2]1[CH:7]=[C:6]([F:8])[CH:5]=[CH:4][C:3]=1[C:20]1[CH:25]=[CH:24][CH:23]=[CH:22][C:21]=1[C:26](=[O:28])[CH3:27]. The yield is 0.490.